Dataset: Catalyst prediction with 721,799 reactions and 888 catalyst types from USPTO. Task: Predict which catalyst facilitates the given reaction. (1) Reactant: [CH:1]1([C:6]2[CH:7]=[C:8]([CH:12]=[CH:13][C:14]=2[O:15][CH3:16])[C:9]([OH:11])=O)[CH2:5][CH2:4][CH2:3][CH2:2]1.[C:17](Cl)(=O)[C:18](Cl)=O.[CH2:23]([C:30]1(C)[CH:34](C)[CH:33]=[CH:32][S:31]1)[C:24]1[CH:29]=[CH:28][CH:27]=[CH:26][CH:25]=1. Product: [CH2:23]([C:30]1[S:31][C:17]([CH3:18])=[C:33]([CH3:32])[C:34]=1[C:9]([C:8]1[CH:12]=[CH:13][C:14]([O:15][CH3:16])=[C:6]([CH:1]2[CH2:2][CH2:3][CH2:4][CH2:5]2)[CH:7]=1)=[O:11])[C:24]1[CH:29]=[CH:28][CH:27]=[CH:26][CH:25]=1. The catalyst class is: 9. (2) Reactant: [ClH:1].[F:2][C:3]1[CH:57]=[CH:56][CH:55]=[CH:54][C:4]=1[CH2:5][NH:6][C:7](=[O:53])[CH2:8][CH:9]1[C:15](=[O:16])[N:14]([C:17]2[CH:22]=[CH:21][C:20]([CH2:23][NH:24]C(OC(C)(C)C)=O)=[CH:19][CH:18]=2)[C:13]2[CH:32]=[CH:33][CH:34]=[CH:35][C:12]=2[N:11]([CH2:36][C:37]2[CH:42]=[CH:41][C:40]([NH:43][C:44](=[O:51])[C:45]3[CH:50]=[CH:49][CH:48]=[CH:47][CH:46]=3)=[CH:39][CH:38]=2)[C:10]1=[O:52]. Product: [ClH:1].[F:2][C:3]1[CH:57]=[CH:56][CH:55]=[CH:54][C:4]=1[CH2:5][NH:6][C:7](=[O:53])[CH2:8][CH:9]1[C:15](=[O:16])[N:14]([C:17]2[CH:18]=[CH:19][C:20]([CH2:23][NH2:24])=[CH:21][CH:22]=2)[C:13]2[CH:32]=[CH:33][CH:34]=[CH:35][C:12]=2[N:11]([CH2:36][C:37]2[CH:42]=[CH:41][C:40]([NH:43][C:44](=[O:51])[C:45]3[CH:46]=[CH:47][CH:48]=[CH:49][CH:50]=3)=[CH:39][CH:38]=2)[C:10]1=[O:52]. The catalyst class is: 13. (3) The catalyst class is: 39. Reactant: [NH:1]1[CH:5]=[CH:4][CH:3]=[C:2]1[C:6]([O:8][CH2:9][CH3:10])=[O:7].[Li+].C[Si]([N-:16][Si](C)(C)C)(C)C.C1(P(ON)(C2C=CC=CC=2)=O)C=CC=CC=1. Product: [NH2:16][N:1]1[CH:5]=[CH:4][CH:3]=[C:2]1[C:6]([O:8][CH2:9][CH3:10])=[O:7].